From a dataset of Reaction yield outcomes from USPTO patents with 853,638 reactions. Predict the reaction yield, written as a fraction of the theoretical maximum amount of product (1.0 means a 100% yield; for example, 0.34 means a 34% yield). (1) The reactants are [C:1]([O:4][C@@H:5]([C@H:16]1[C@H:21]([NH:22][C:23](=[O:25])[CH3:24])[C@@H:20]([N:26]=[N+]=[N-])[CH:19]=[C:18]([C:29]([O:31][CH3:32])=[O:30])[O:17]1)[C@H:6]([O:12][C:13](=[O:15])[CH3:14])[CH2:7][O:8][C:9](=[O:11])[CH3:10])(=[O:3])[CH3:2].[C:33]([O:37][C:38]([NH:40][C:41](=[N:47][C:48](=[O:54])[O:49][C:50]([CH3:53])([CH3:52])[CH3:51])N1C=CC=N1)=[O:39])([CH3:36])([CH3:35])[CH3:34]. The catalyst is C(O)C.[Pd].CC([O-])=O.CC([O-])=O.[Pb+2].[NH4+].[Cl-]. The product is [C:1]([O:4][C@@H:5]([C@H:16]1[C@H:21]([NH:22][C:23](=[O:25])[CH3:24])[C@@H:20]([NH:26][C:41]([NH:40][C:38]([O:37][C:33]([CH3:36])([CH3:35])[CH3:34])=[O:39])=[N:47][C:48]([O:49][C:50]([CH3:53])([CH3:52])[CH3:51])=[O:54])[CH:19]=[C:18]([C:29]([O:31][CH3:32])=[O:30])[O:17]1)[C@H:6]([O:12][C:13](=[O:15])[CH3:14])[CH2:7][O:8][C:9](=[O:11])[CH3:10])(=[O:3])[CH3:2]. The yield is 0.500. (2) The reactants are Cl[C:2]1[N:3]=[C:4]([N:22]2[CH2:27][CH2:26][O:25][CH2:24][CH2:23]2)[C:5]2[N:10]=[C:9]([CH2:11][N:12]3[CH2:17][CH2:16][CH:15]([C:18]([OH:21])([CH3:20])[CH3:19])[CH2:14][CH2:13]3)[S:8][C:6]=2[N:7]=1.[CH2:28]([C:30]1[NH:34][C:33]2[CH:35]=[CH:36][CH:37]=[CH:38][C:32]=2[N:31]=1)[CH3:29].C(=O)([O-])[O-].[Cs+].[Cs+]. The catalyst is CN1C(=O)CCC1.CO.S1C=CC=C1C([O-])=O.[Cu+]. The product is [CH2:28]([C:30]1[N:31]([C:2]2[N:3]=[C:4]([N:22]3[CH2:27][CH2:26][O:25][CH2:24][CH2:23]3)[C:5]3[N:10]=[C:9]([CH2:11][N:12]4[CH2:17][CH2:16][CH:15]([C:18]([OH:21])([CH3:20])[CH3:19])[CH2:14][CH2:13]4)[S:8][C:6]=3[N:7]=2)[C:32]2[CH:38]=[CH:37][CH:36]=[CH:35][C:33]=2[N:34]=1)[CH3:29]. The yield is 0.360. (3) The reactants are Br[C:2]1[C:10]2[N:9]=[CH:8][NH:7][C:6]=2[CH:5]=[CH:4][CH:3]=1.C(=O)([O-])[O-].[Na+].[Na+].[CH3:17][C:18]1[CH:23]=[CH:22][N:21]=[CH:20][C:19]=1B(O)O.O. The catalyst is C(Cl)Cl.C1C=CC([P]([Pd]([P](C2C=CC=CC=2)(C2C=CC=CC=2)C2C=CC=CC=2)([P](C2C=CC=CC=2)(C2C=CC=CC=2)C2C=CC=CC=2)[P](C2C=CC=CC=2)(C2C=CC=CC=2)C2C=CC=CC=2)(C2C=CC=CC=2)C2C=CC=CC=2)=CC=1.CCO.COCCOC. The product is [CH3:17][C:18]1[CH:23]=[CH:22][N:21]=[CH:20][C:19]=1[C:2]1[C:10]2[N:9]=[CH:8][NH:7][C:6]=2[CH:5]=[CH:4][CH:3]=1. The yield is 0.621.